Dataset: Peptide-MHC class I binding affinity with 185,985 pairs from IEDB/IMGT. Task: Regression. Given a peptide amino acid sequence and an MHC pseudo amino acid sequence, predict their binding affinity value. This is MHC class I binding data. (1) The peptide sequence is ITHTNITTLL. The MHC is HLA-A02:01 with pseudo-sequence HLA-A02:01. The binding affinity (normalized) is 0.133. (2) The peptide sequence is FRNQVKIRR. The MHC is HLA-B58:01 with pseudo-sequence HLA-B58:01. The binding affinity (normalized) is 0.0847. (3) The binding affinity (normalized) is 0.0847. The peptide sequence is NPKTPKYKF. The MHC is HLA-B27:05 with pseudo-sequence HLA-B27:05. (4) The peptide sequence is VSPLAVTWW. The MHC is HLA-A02:19 with pseudo-sequence HLA-A02:19. The binding affinity (normalized) is 0.0847. (5) The peptide sequence is YFVPNLKDM. The MHC is HLA-A66:01 with pseudo-sequence HLA-A66:01. The binding affinity (normalized) is 0.213. (6) The peptide sequence is ALWDSNFFT. The MHC is HLA-A02:01 with pseudo-sequence HLA-A02:01. The binding affinity (normalized) is 0.241. (7) The peptide sequence is KTLSESVGL. The MHC is HLA-B58:01 with pseudo-sequence HLA-B58:01. The binding affinity (normalized) is 0.374.